This data is from Peptide-MHC class I binding affinity with 185,985 pairs from IEDB/IMGT. The task is: Regression. Given a peptide amino acid sequence and an MHC pseudo amino acid sequence, predict their binding affinity value. This is MHC class I binding data. (1) The peptide sequence is NSNIIKNKK. The MHC is HLA-A11:01 with pseudo-sequence HLA-A11:01. The binding affinity (normalized) is 0.342. (2) The peptide sequence is ALWEIQQVV. The MHC is HLA-A31:01 with pseudo-sequence HLA-A31:01. The binding affinity (normalized) is 0.239. (3) The peptide sequence is MLFTSTNDK. The MHC is HLA-A33:01 with pseudo-sequence HLA-A33:01. The binding affinity (normalized) is 0. (4) The MHC is HLA-A68:01 with pseudo-sequence HLA-A68:01. The peptide sequence is AFFCDDHTR. The binding affinity (normalized) is 0.173.